Predict the product of the given reaction. From a dataset of Forward reaction prediction with 1.9M reactions from USPTO patents (1976-2016). Given the reactants Br[C:2]1[CH:10]=[C:9]([C:11]([F:14])([F:13])[F:12])[C:5]([C:6]([OH:8])=[O:7])=[C:4]([C:15]([F:18])([F:17])[F:16])[CH:3]=1.[B:19]1([B:19]2[O:23][C:22]([CH3:25])([CH3:24])[C:21]([CH3:27])([CH3:26])[O:20]2)[O:23][C:22]([CH3:25])([CH3:24])[C:21]([CH3:27])([CH3:26])[O:20]1.CC([O-])=O.[K+].CCOC(C)=O, predict the reaction product. The product is: [CH3:26][C:21]1([CH3:27])[C:22]([CH3:25])([CH3:24])[O:23][B:19]([C:2]2[CH:10]=[C:9]([C:11]([F:14])([F:13])[F:12])[C:5]([C:6]([OH:8])=[O:7])=[C:4]([C:15]([F:18])([F:17])[F:16])[CH:3]=2)[O:20]1.